From a dataset of Full USPTO retrosynthesis dataset with 1.9M reactions from patents (1976-2016). Predict the reactants needed to synthesize the given product. (1) Given the product [CH3:17][C:7]1[C:6]2[CH:5]=[C:4]([C:18]#[N:19])[CH:3]=[C:2]([CH2:20][CH:21]([CH3:23])[CH3:22])[C:10]=2[N:9]2[CH2:11][CH2:12][CH2:13][NH:14][C:15](=[O:16])[C:8]=12, predict the reactants needed to synthesize it. The reactants are: Br[C:2]1[C:10]2[N:9]3[CH2:11][CH2:12][CH2:13][NH:14][C:15](=[O:16])[C:8]3=[C:7]([CH3:17])[C:6]=2[CH:5]=[C:4]([C:18]#[N:19])[CH:3]=1.[CH2:20](B(O)O)[CH:21]([CH3:23])[CH3:22]. (2) Given the product [CH:15]([N:4]1[C:3](=[O:18])[C:2]([NH:19][CH2:20][CH2:21][C:22]2[CH:29]=[CH:28][C:25]([C:26]#[N:27])=[CH:24][CH:23]=2)=[C:6]([C:7]2[CH:12]=[CH:11][CH:10]=[CH:9][CH:8]=2)[S:5]1(=[O:14])=[O:13])([CH3:17])[CH3:16], predict the reactants needed to synthesize it. The reactants are: Cl[C:2]1[C:3](=[O:18])[N:4]([CH:15]([CH3:17])[CH3:16])[S:5](=[O:14])(=[O:13])[C:6]=1[C:7]1[CH:12]=[CH:11][CH:10]=[CH:9][CH:8]=1.[NH2:19][CH2:20][CH2:21][C:22]1[CH:29]=[CH:28][C:25]([C:26]#[N:27])=[CH:24][CH:23]=1. (3) The reactants are: [Br:1][C:2]([CH2:4]Br)=[CH2:3].[Cl:6][C:7]1[CH:12]=[CH:11][C:10]([Mg]Br)=[CH:9][CH:8]=1.Cl. Given the product [Br:1][C:2](=[CH2:3])[CH2:4][C:10]1[CH:11]=[CH:12][C:7]([Cl:6])=[CH:8][CH:9]=1, predict the reactants needed to synthesize it. (4) Given the product [C:12]([C:7]1[C:2]([Br:1])=[N:3][C:4]([N+:9]([O-:11])=[O:10])=[CH:5][CH:6]=1)(=[O:14])[CH3:13], predict the reactants needed to synthesize it. The reactants are: [Br:1][C:2]1[C:7](O)=[CH:6][CH:5]=[C:4]([N+:9]([O-:11])=[O:10])[N:3]=1.[C:12](OC(=O)C)(=[O:14])[CH3:13]. (5) Given the product [CH3:30][C:31]1([CH3:38])[O:36][CH2:28][CH:29]([NH:25][C:18]([NH:17][C@H:16]2[CH2:15][O:14][C@@H:13]3[C@@H:9]([O:8][C:7]4[C:2]([CH3:1])=[N:3][CH:4]=[CH:5][CH:6]=4)[CH2:10][O:11][C@H:12]23)=[O:19])[CH2:33][O:32]1, predict the reactants needed to synthesize it. The reactants are: [CH3:1][C:2]1[C:7]([O:8][C@@H:9]2[C@H:13]3[O:14][CH2:15][C@H:16]([NH2:17])[C@H:12]3[O:11][CH2:10]2)=[CH:6][CH:5]=[CH:4][N:3]=1.[C:18]([N:25]1[CH:29]=[CH:28]N=C1)(N1C=CN=C1)=[O:19].[CH3:30][C:31]1([CH3:38])[O:36]CC(N)[CH2:33][O:32]1. (6) Given the product [Br:1][C:2]1[C:3]([CH3:9])=[C:4]([NH:5][C:18](=[O:19])[CH2:17][C:12]2[CH:13]=[CH:14][CH:15]=[CH:16][N:11]=2)[CH:6]=[CH:7][CH:8]=1, predict the reactants needed to synthesize it. The reactants are: [Br:1][C:2]1[C:3]([CH3:9])=[C:4]([CH:6]=[CH:7][CH:8]=1)[NH2:5].Cl.[N:11]1[CH:16]=[CH:15][CH:14]=[CH:13][C:12]=1[CH2:17][C:18](O)=[O:19].C1C=CC2N(O)N=NC=2C=1.CCN(C(C)C)C(C)C. (7) Given the product [Cl:1][C:2]1[CH:7]=[CH:6][CH:5]=[C:4]([F:8])[C:3]=1[C:9]1[NH:13][C:12](=[O:14])[N:11]([C:15]2[CH:23]=[CH:22][C:18]([C:19]([NH:68][C:65]3([C:62]4[CH:63]=[CH:64][C:59]([C:58]([F:57])([F:69])[F:70])=[CH:60][CH:61]=4)[CH2:67][CH2:66]3)=[O:20])=[C:17]([O:24][CH3:25])[CH:16]=2)[N:10]=1, predict the reactants needed to synthesize it. The reactants are: [Cl:1][C:2]1[CH:7]=[CH:6][CH:5]=[C:4]([F:8])[C:3]=1[C:9]1[NH:13][C:12](=[O:14])[N:11]([C:15]2[CH:23]=[CH:22][C:18]([C:19](O)=[O:20])=[C:17]([O:24][CH3:25])[CH:16]=2)[N:10]=1.C(N(C(C)C)CC)(C)C.CN(C(ON1N=NC2C=CC=CC1=2)=[N+](C)C)C.[B-](F)(F)(F)F.[F:57][C:58]([F:70])([F:69])[C:59]1[CH:64]=[CH:63][C:62]([C:65]2([NH2:68])[CH2:67][CH2:66]2)=[CH:61][CH:60]=1. (8) Given the product [Br:10][C:11]1[CH:18]=[CH:17][CH:16]=[CH:15][C:12]=1[CH:13]1[CH2:19][C:20]([CH3:22])([CH3:21])[C:9]2[C:2](=[CH:3][CH:4]=[C:5]([C:6]#[N:7])[CH:8]=2)[NH:1]1, predict the reactants needed to synthesize it. The reactants are: [NH2:1][C:2]1[CH:9]=[CH:8][C:5]([C:6]#[N:7])=[CH:4][CH:3]=1.[Br:10][C:11]1[CH:18]=[CH:17][CH:16]=[CH:15][C:12]=1[CH:13]=O.[CH2:19]=[C:20]([CH3:22])[CH3:21].FC(F)(F)S([O-])(=O)=O.[Yb+3].FC(F)(F)S([O-])(=O)=O.FC(F)(F)S([O-])(=O)=O.